Dataset: Reaction yield outcomes from USPTO patents with 853,638 reactions. Task: Predict the reaction yield, written as a fraction of the theoretical maximum amount of product (1.0 means a 100% yield; for example, 0.34 means a 34% yield). (1) The reactants are Br[C:2]1[CH:7]=[CH:6][CH:5]=[C:4]([C:8]([F:11])([F:10])[F:9])[C:3]=1[Cl:12].[NH:13]1[CH2:17][CH2:16][CH:15]([CH2:18][CH2:19][C:20]([O:22][CH2:23][CH3:24])=[O:21])[CH2:14]1. No catalyst specified. The product is [Cl:12][C:3]1[C:4]([C:8]([F:11])([F:10])[F:9])=[CH:5][CH:6]=[CH:7][C:2]=1[N:13]1[CH2:17][CH2:16][CH:15]([CH2:18][CH2:19][C:20]([O:22][CH2:23][CH3:24])=[O:21])[CH2:14]1. The yield is 0.130. (2) The reactants are [N:1]1([C:9]2[CH:10]=[N:11][CH:12]=[C:13]([CH:16]=2)[C:14]#[N:15])[CH2:5][CH2:4][C@@H:3]2[CH2:6][NH:7][CH2:8][C@H:2]12.[C:17]([OH:24])(=[O:23])/[CH:18]=[CH:19]/[C:20]([OH:22])=[O:21]. No catalyst specified. The yield is 0.670. The product is [C:17]([OH:24])(=[O:23])/[CH:18]=[CH:19]/[C:20]([OH:22])=[O:21].[N:1]1([C:9]2[CH:10]=[N:11][CH:12]=[C:13]([CH:16]=2)[C:14]#[N:15])[CH2:5][CH2:4][C@@H:3]2[CH2:6][NH:7][CH2:8][C@H:2]12.